From a dataset of Full USPTO retrosynthesis dataset with 1.9M reactions from patents (1976-2016). Predict the reactants needed to synthesize the given product. (1) The reactants are: C(OC([NH:8][CH2:9][C@H:10]1[CH2:15][CH2:14][C@H:13]([C:16]([NH:18][C@@H:19]([CH2:44][C:45]2[CH:50]=[CH:49][C:48]([C:51]3[CH:56]=[CH:55][C:54]([C:57](=[O:72])[NH:58][CH:59]4[CH2:64][CH2:63][N:62](C(OC(C)(C)C)=O)[CH2:61][CH2:60]4)=[CH:53][C:52]=3[CH3:73])=[CH:47][CH:46]=2)[C:20]([NH:22][C:23]2[CH:43]=[CH:42][C:26]3[NH:27][C:28]([C:30]([F:41])([F:40])[C:31]([F:39])([F:38])[C:32]([F:37])([F:36])[C:33]([OH:35])=[O:34])=[N:29][C:25]=3[CH:24]=2)=[O:21])=[O:17])[CH2:12][CH2:11]1)=O)(C)(C)C.[ClH:74]. Given the product [ClH:74].[NH2:8][CH2:9][C@H:10]1[CH2:11][CH2:12][C@H:13]([C:16]([NH:18][C@@H:19]([CH2:44][C:45]2[CH:46]=[CH:47][C:48]([C:51]3[CH:56]=[CH:55][C:54]([C:57](=[O:72])[NH:58][CH:59]4[CH2:60][CH2:61][NH:62][CH2:63][CH2:64]4)=[CH:53][C:52]=3[CH3:73])=[CH:49][CH:50]=2)[C:20]([NH:22][C:23]2[CH:43]=[CH:42][C:26]3[NH:27][C:28]([C:30]([F:40])([F:41])[C:31]([F:38])([F:39])[C:32]([F:36])([F:37])[C:33]([OH:35])=[O:34])=[N:29][C:25]=3[CH:24]=2)=[O:21])=[O:17])[CH2:14][CH2:15]1, predict the reactants needed to synthesize it. (2) Given the product [N+:1]([C:4]1[CH:9]=[CH:8][N+:7]([O-:10])=[CH:6][C:5]=1[CH2:12][S:13]([C:16]1[CH:21]=[CH:20][CH:19]=[CH:18][CH:17]=1)(=[O:15])=[O:14])([O-:3])=[O:2], predict the reactants needed to synthesize it. The reactants are: [N+:1]([C:4]1[CH:9]=[CH:8][N+:7]([O-:10])=[CH:6][CH:5]=1)([O-:3])=[O:2].Cl[CH2:12][S:13]([C:16]1[CH:21]=[CH:20][CH:19]=[CH:18][CH:17]=1)(=[O:15])=[O:14].[OH-].[K+].Cl. (3) The reactants are: [N:1]1([C:5]([CH:7]2[CH2:12][CH2:11][N:10](C(OC(C)(C)C)=O)[CH2:9][CH2:8]2)=[O:6])[CH2:4][CH2:3][CH2:2]1.FC(F)(F)C(O)=O. Given the product [N:1]1([C:5]([CH:7]2[CH2:12][CH2:11][NH:10][CH2:9][CH2:8]2)=[O:6])[CH2:2][CH2:3][CH2:4]1, predict the reactants needed to synthesize it. (4) Given the product [CH3:47][CH:48]([CH3:50])[CH2:49][C:26]([NH:25][C:20]1[CH:21]=[CH:22][CH:23]=[CH:24][C:19]=1[NH:18][C:4]1[S:5]/[C:6](=[CH:7]\[C:8]2[CH:9]=[C:10]3[C:15](=[CH:16][CH:17]=2)[N:14]=[CH:13][CH:12]=[CH:11]3)/[C:2](=[O:1])[N:3]=1)=[O:27], predict the reactants needed to synthesize it. The reactants are: [O:1]=[C:2]1[N:3]=[C:4]([NH:18][C:19]2[CH:24]=[CH:23][CH:22]=[CH:21][C:20]=2[NH:25][C:26](=O)[O:27]C(C)(C)C)[S:5]/[C:6]/1=[CH:7]\[C:8]1[CH:9]=[C:10]2[C:15](=[CH:16][CH:17]=1)[N:14]=[CH:13][CH:12]=[CH:11]2.FC(F)(F)C(O)=O.C(=O)([O-])[O-].[K+].[K+].C(Cl)(=O)[CH2:47][CH:48]([CH3:50])[CH3:49]. (5) Given the product [Cl:12][C:10]1[CH:9]=[CH:8][C:7]([N:13]2[CH:17]=[N:16][N:15]=[N:14]2)=[C:6](/[CH:5]=[CH:4]/[C:3]([OH:18])=[O:2])[CH:11]=1, predict the reactants needed to synthesize it. The reactants are: C[O:2][C:3](=[O:18])/[CH:4]=[CH:5]/[C:6]1[CH:11]=[C:10]([Cl:12])[CH:9]=[CH:8][C:7]=1[N:13]1[CH:17]=[N:16][N:15]=[N:14]1.[OH-].[Na+].Cl. (6) Given the product [Cl:1][C:2]1[CH:7]=[CH:6][C:5]([NH:8][C:9]([NH:11][CH2:12][CH:13]2[O:18][CH2:17][CH2:16][N:15]([CH2:20][CH2:21][CH2:22][C:23]([C:25]3[CH:26]=[CH:27][C:28]([Cl:31])=[CH:29][CH:30]=3)=[O:24])[CH2:14]2)=[O:10])=[CH:4][CH:3]=1, predict the reactants needed to synthesize it. The reactants are: [Cl:1][C:2]1[CH:7]=[CH:6][C:5]([NH:8][C:9]([NH:11][CH2:12][CH:13]2[O:18][CH2:17][CH2:16][NH:15][CH2:14]2)=[O:10])=[CH:4][CH:3]=1.Cl[CH2:20][CH2:21][CH2:22][C:23]([C:25]1[CH:30]=[CH:29][C:28]([Cl:31])=[CH:27][CH:26]=1)=[O:24].